Dataset: Drug-target binding data from BindingDB using IC50 measurements. Task: Regression. Given a target protein amino acid sequence and a drug SMILES string, predict the binding affinity score between them. We predict pIC50 (pIC50 = -log10(IC50 in M); higher means more potent). Dataset: bindingdb_ic50. The compound is COc1ccc2c3c([nH]c2c1)[C@H](CC(C)C)N1C(=O)[C@H](CCC(=O)OC(C)(C)C)NC(=O)[C@@H]1C3. The target protein (Q9UNQ0) has sequence MSSSNVEVFIPVSQGNTNGFPATASNDLKAFTEGAVLSFHNICYRVKLKSGFLPCRKPVEKEILSNINGIMKPGLNAILGPTGGGKSSLLDVLAARKDPSGLSGDVLINGAPRPANFKCNSGYVVQDDVVMGTLTVRENLQFSAALRLATTMTNHEKNERINRVIQELGLDKVADSKVGTQFIRGVSGGERKRTSIGMELITDPSILFLDEPTTGLDSSTANAVLLLLKRMSKQGRTIIFSIHQPRYSIFKLFDSLTLLASGRLMFHGPAQEALGYFESAGYHCEAYNNPADFFLDIINGDSTAVALNREEDFKATEIIEPSKQDKPLIEKLAEIYVNSSFYKETKAELHQLSGGEKKKKITVFKEISYTTSFCHQLRWVSKRSFKNLLGNPQASIAQIIVTVVLGLVIGAIYFGLKNDSTGIQNRAGVLFFLTTNQCFSSVSAVELFVVEKKLFIHEYISGYYRVSSYFLGKLLSDLLPMRMLPSIIFTCIVYFMLGLK.... The pIC50 is 7.1.